Dataset: TCR-epitope binding with 47,182 pairs between 192 epitopes and 23,139 TCRs. Task: Binary Classification. Given a T-cell receptor sequence (or CDR3 region) and an epitope sequence, predict whether binding occurs between them. (1) Result: 0 (the TCR does not bind to the epitope). The epitope is KLVALGINAV. The TCR CDR3 sequence is CSVATGGGYEQFF. (2) The epitope is PROT_97E67BCC. The TCR CDR3 sequence is CASSEGARGVGEQFF. Result: 1 (the TCR binds to the epitope). (3) The epitope is VLAWLYAAV. The TCR CDR3 sequence is CASSPALTDRLAYFSYNEQFF. Result: 0 (the TCR does not bind to the epitope). (4) The epitope is NLSALGIFST. The TCR CDR3 sequence is CASSGSKGAAGELFF. Result: 1 (the TCR binds to the epitope). (5) The epitope is KRWIILGLNK. The TCR CDR3 sequence is CASSQSTGELFF. Result: 1 (the TCR binds to the epitope). (6) The epitope is RISNCVADY. The TCR CDR3 sequence is CASSQVGLGGAYTGELFF. Result: 0 (the TCR does not bind to the epitope). (7) The epitope is WICLLQFAY. The TCR CDR3 sequence is CASSHLAGGTYEQYF. Result: 1 (the TCR binds to the epitope).